From a dataset of Catalyst prediction with 721,799 reactions and 888 catalyst types from USPTO. Predict which catalyst facilitates the given reaction. (1) Reactant: [CH3:1][O:2][C:3]1[CH:8]=[CH:7][C:6]([NH:9][C:10]2[CH:18]=[CH:17][CH:16]=[C:12]([C:13]([OH:15])=O)[C:11]=2[C:19]([OH:21])=O)=[C:5]([O:22][C:23]2[CH:28]=[CH:27][CH:26]=[CH:25][CH:24]=2)[CH:4]=1.Cl.[NH2:30][CH:31]1[CH2:37][CH2:36][C:35](=[O:38])[NH:34][C:32]1=[O:33]. The catalyst class is: 17. Product: [O:33]=[C:32]1[CH:31]([N:30]2[C:19](=[O:21])[C:11]3[C:12](=[CH:16][CH:17]=[CH:18][C:10]=3[NH:9][C:6]3[CH:7]=[CH:8][C:3]([O:2][CH3:1])=[CH:4][C:5]=3[O:22][C:23]3[CH:28]=[CH:27][CH:26]=[CH:25][CH:24]=3)[C:13]2=[O:15])[CH2:37][CH2:36][C:35](=[O:38])[NH:34]1. (2) Reactant: [Cl-].O[NH3+:3].[C:4](=[O:7])([O-])[OH:5].[Na+].CS(C)=O.[CH2:13]([C:17]1[N:18]=[C:19]([CH3:50])[N:20]([C:39]2[CH:44]=[CH:43][CH:42]=[C:41]([O:45][CH2:46][CH2:47][O:48][CH3:49])[CH:40]=2)[C:21](=[O:38])[C:22]=1[CH2:23][C:24]1[CH:29]=[CH:28][C:27]([C:30]2[C:31]([C:36]#[N:37])=[CH:32][CH:33]=[CH:34][CH:35]=2)=[CH:26][CH:25]=1)[CH2:14][CH2:15][CH3:16]. Product: [CH2:13]([C:17]1[N:18]=[C:19]([CH3:50])[N:20]([C:39]2[CH:44]=[CH:43][CH:42]=[C:41]([O:45][CH2:46][CH2:47][O:48][CH3:49])[CH:40]=2)[C:21](=[O:38])[C:22]=1[CH2:23][C:24]1[CH:25]=[CH:26][C:27]([C:30]2[CH:35]=[CH:34][CH:33]=[CH:32][C:31]=2[C:36]2[NH:3][C:4](=[O:7])[O:5][N:37]=2)=[CH:28][CH:29]=1)[CH2:14][CH2:15][CH3:16]. The catalyst class is: 69. (3) Reactant: C([O:8][C:9]1[CH:10]=[CH:11][C:12]([N:15]2[CH2:20][CH2:19][CH:18]([O:21][C:22]3[CH:27]=[CH:26][C:25]([O:28][C:29]([F:32])([F:31])[F:30])=[CH:24][CH:23]=3)[CH2:17][CH2:16]2)=[N:13][CH:14]=1)C1C=CC=CC=1. Product: [F:32][C:29]([F:30])([F:31])[O:28][C:25]1[CH:26]=[CH:27][C:22]([O:21][CH:18]2[CH2:17][CH2:16][N:15]([C:12]3[CH:11]=[CH:10][C:9]([OH:8])=[CH:14][N:13]=3)[CH2:20][CH2:19]2)=[CH:23][CH:24]=1. The catalyst class is: 63. (4) Reactant: [C:1]1([CH:8]=[CH:7][CH:6]=[C:4]([OH:5])[CH:3]=1)[OH:2].CN(C)[CH:11]=[O:12]. Product: [CH2:1]([O:2][C:11](=[O:12])[C:6]([O:2][C:1]1[CH:8]=[CH:7][CH:6]=[C:4]([OH:5])[CH:3]=1)([CH3:4])[CH2:7][CH3:8])[CH3:3]. The catalyst class is: 13.